From a dataset of Full USPTO retrosynthesis dataset with 1.9M reactions from patents (1976-2016). Predict the reactants needed to synthesize the given product. (1) Given the product [CH:16]1[C:17]2[CH:5]([CH2:4][O:3][C:1]([NH:18][C@H:19]([CH:20]([CH3:22])[CH3:21])[C:23]([NH:43][C@H:44]([CH3:45])[C:48]([OH:50])=[O:49])=[O:24])=[O:2])[C:6]3[C:11](=[CH:10][CH:9]=[CH:8][CH:7]=3)[C:12]=2[CH:13]=[CH:14][CH:15]=1, predict the reactants needed to synthesize it. The reactants are: [C:1]([NH:18][C@@H:19]([C:23](O)=[O:24])[CH:20]([CH3:22])[CH3:21])([O:3][CH2:4][CH:5]1[C:17]2[C:12](=[CH:13][CH:14]=[CH:15][CH:16]=2)[C:11]2[C:6]1=[CH:7][CH:8]=[CH:9][CH:10]=2)=[O:2].ON1C(=O)CCC1=O.C(N=C=NC(C)C)(C)C.[NH:43](C(OCC1C2C(=CC=CC=2)C2C1=CC=CC=2)=O)[C@@H:44]([C:48]([O:50]N1C(=O)CCC1=O)=[O:49])[CH:45](C)C.N[C@@H](C(O)=O)C.C(=O)(O)[O-].[Na+]. (2) Given the product [CH3:32][C:27]1([CH3:28])[C@@H:26]([C:18]2[CH:19]=[CH:20][CH:21]=[CH:22][CH:23]=2)[C@@H:25]1[C:24]([O:34][CH2:35][CH3:36])=[O:33], predict the reactants needed to synthesize it. The reactants are: [I-].C([P+]([C:18]1[CH:23]=[CH:22][CH:21]=[CH:20][CH:19]=1)([C:18]1[CH:23]=[CH:22][CH:21]=[CH:20][CH:19]=1)[C:18]1[CH:23]=[CH:22][CH:21]=[CH:20][CH:19]=1)(C)C.[C:24]([O:34][CH2:35][CH3:36])(=[O:33])[CH:25]=[CH:26][C:27]1[CH:32]=CC=C[CH:28]=1. (3) Given the product [CH3:36][N:35]1[C:30]2=[N:31][CH:32]=[CH:33][CH:34]=[C:29]2[CH:28]=[C:27]1[C:2]#[C:1][C:3]1[N:7]2[N:8]=[C:9]([C:12]3[CH:13]=[CH:14][C:15]([C:18]([N:20]4[CH2:21][CH2:22][O:23][CH2:24][CH2:25]4)=[O:19])=[CH:16][CH:17]=3)[CH:10]=[CH:11][C:6]2=[N:5][CH:4]=1, predict the reactants needed to synthesize it. The reactants are: [C:1]([C:3]1[N:7]2[N:8]=[C:9]([C:12]3[CH:17]=[CH:16][C:15]([C:18]([N:20]4[CH2:25][CH2:24][O:23][CH2:22][CH2:21]4)=[O:19])=[CH:14][CH:13]=3)[CH:10]=[CH:11][C:6]2=[N:5][CH:4]=1)#[CH:2].I[C:27]1[N:35]([CH3:36])[C:30]2=[N:31][CH:32]=[CH:33][CH:34]=[C:29]2[CH:28]=1. (4) Given the product [Cl:1][C:2]1[CH:7]=[CH:6][C:5]([N:8]2[C:16]([CH:17]([CH:21]3[CH2:26][CH2:25][CH2:24][CH2:23][CH2:22]3)[C:18]([NH:71][C:68]3[CH:69]=[CH:70][C:65]([C:64]4[NH:60][N:61]=[N:62][N:63]=4)=[CH:66][CH:67]=3)=[O:19])=[C:15]3[C:10]([CH2:11][CH2:12][CH2:13][CH2:14]3)=[N:9]2)=[CH:4][CH:3]=1, predict the reactants needed to synthesize it. The reactants are: [Cl:1][C:2]1[CH:7]=[CH:6][C:5]([N:8]2[C:16]([CH:17]([CH:21]3[CH2:26][CH2:25][CH2:24][CH2:23][CH2:22]3)[C:18](O)=[O:19])=[C:15]3[C:10]([CH2:11][CH2:12][CH2:13][CH2:14]3)=[N:9]2)=[CH:4][CH:3]=1.CCN(C(C)C)C(C)C.CN(C(ON1N=NC2C=CC=NC1=2)=[N+](C)C)C.F[P-](F)(F)(F)(F)F.[NH:60]1[C:64]([C:65]2[CH:70]=[CH:69][C:68]([NH2:71])=[CH:67][CH:66]=2)=[N:63][N:62]=[N:61]1. (5) Given the product [CH3:12][N:7]1[C:6]([CH2:5][C:4]([OH:13])=[O:15])=[CH:10][C:9]([CH3:11])=[N:8]1, predict the reactants needed to synthesize it. The reactants are: CN([C:4](=[O:13])[CH2:5][C:6]1[N:7]([CH3:12])[N:8]=[C:9]([CH3:11])[CH:10]=1)N.Cl.[O:15]1CCOCC1. (6) The reactants are: [Cl:1][C:2]1[CH:3]=[CH:4][C:5]([O:18][CH2:19][C:20]2[CH:25]=[CH:24][CH:23]=[CH:22][CH:21]=2)=[C:6]([CH2:8][N:9]2[C:13]([CH3:14])=[CH:12][C:11]([C:15](O)=O)=[N:10]2)[CH:7]=1.[NH2:26][C:27]1[CH:28]=[C:29]([CH:34]=[CH:35][C:36]=1[NH2:37])[C:30]([O:32][CH3:33])=[O:31]. Given the product [Cl:1][C:2]1[CH:3]=[CH:4][C:5]([O:18][CH2:19][C:20]2[CH:25]=[CH:24][CH:23]=[CH:22][CH:21]=2)=[C:6]([CH2:8][N:9]2[C:13]([CH3:14])=[CH:12][C:11]([C:15]3[NH:37][C:36]4[CH:35]=[CH:34][C:29]([C:30]([O:32][CH3:33])=[O:31])=[CH:28][C:27]=4[N:26]=3)=[N:10]2)[CH:7]=1, predict the reactants needed to synthesize it. (7) The reactants are: [NH3:1].Cl[C:3]1[C:4]2[N:5]([C:9]([CH:25]3[CH2:30][CH2:29][CH2:28][CH2:27][CH2:26]3)=[N:10][C:11]=2[C:12]2[CH:17]=[CH:16][C:15]([O:18][C:19]3[CH:24]=[CH:23][CH:22]=[CH:21][CH:20]=3)=[CH:14][CH:13]=2)[CH:6]=[CH:7][N:8]=1. Given the product [CH:25]1([C:9]2[N:5]3[CH:6]=[CH:7][N:8]=[C:3]([NH2:1])[C:4]3=[C:11]([C:12]3[CH:17]=[CH:16][C:15]([O:18][C:19]4[CH:24]=[CH:23][CH:22]=[CH:21][CH:20]=4)=[CH:14][CH:13]=3)[N:10]=2)[CH2:30][CH2:29][CH2:28][CH2:27][CH2:26]1, predict the reactants needed to synthesize it.